This data is from Full USPTO retrosynthesis dataset with 1.9M reactions from patents (1976-2016). The task is: Predict the reactants needed to synthesize the given product. (1) Given the product [NH2:14][C:15]1[C:24]2[C:19](=[CH:20][CH:21]=[CH:22][CH:23]=2)[C:18]([O:25][C:26]2[CH:31]=[CH:30][N:29]=[C:28]([NH:32][C:33]3[CH:38]=[C:37]([CH:36]=[C:35]([C:49]#[CH:50])[CH:34]=3)[C:39]([NH:40][CH2:41][CH2:42][O:43][CH2:44][CH2:45][O:46][CH3:47])=[O:48])[CH:27]=2)=[CH:17][CH:16]=1, predict the reactants needed to synthesize it. The reactants are: C(O)(C(F)(F)F)=O.C(OC(=O)[NH:14][C:15]1[C:24]2[C:19](=[CH:20][CH:21]=[CH:22][CH:23]=2)[C:18]([O:25][C:26]2[CH:31]=[CH:30][N:29]=[C:28]([NH:32][C:33]3[CH:38]=[C:37]([C:39](=[O:48])[NH:40][CH2:41][CH2:42][O:43][CH2:44][CH2:45][O:46][CH3:47])[CH:36]=[C:35]([C:49]#[CH:50])[CH:34]=3)[CH:27]=2)=[CH:17][CH:16]=1)(C)(C)C. (2) Given the product [C:16]([Si:13]([CH3:15])([CH3:14])[O:12][CH:9]1[CH2:10][CH2:11][CH:6]([C:4]([OH:5])=[O:3])[CH2:7][CH2:8]1)([CH3:19])([CH3:18])[CH3:17], predict the reactants needed to synthesize it. The reactants are: C([O:3][C:4]([CH:6]1[CH2:11][CH2:10][CH:9]([O:12][Si:13]([C:16]([CH3:19])([CH3:18])[CH3:17])([CH3:15])[CH3:14])[CH2:8][CH2:7]1)=[O:5])C.O.[OH-].[Li+]. (3) Given the product [Br:6][C:7]1[CH:8]=[C:9]2[C:13](=[C:14]([CH3:16])[CH:15]=1)[N:12]([CH2:4][CH3:5])[N:11]=[CH:10]2.[Br:6][C:7]1[CH:15]=[C:14]([CH3:16])[C:13]2[C:9](=[CH:10][N:11]([CH2:4][CH3:5])[N:12]=2)[CH:8]=1, predict the reactants needed to synthesize it. The reactants are: [H-].[Na+].I[CH2:4][CH3:5].[Br:6][C:7]1[CH:8]=[C:9]2[C:13](=[C:14]([CH3:16])[CH:15]=1)[NH:12][N:11]=[CH:10]2.O. (4) Given the product [F:20][C:21]1[CH:29]=[CH:28][C:24]([C:25]([N:16]2[CH2:17][CH2:18][CH2:19][CH:14]([C:11]3[N:10]=[C:9]([C:4]4[CH:5]=[CH:6][CH:7]=[CH:8][C:3]=4[F:2])[O:13][N:12]=3)[CH2:15]2)=[O:26])=[C:23]([NH:30][CH3:31])[CH:22]=1, predict the reactants needed to synthesize it. The reactants are: Cl.[F:2][C:3]1[CH:8]=[CH:7][CH:6]=[CH:5][C:4]=1[C:9]1[O:13][N:12]=[C:11]([CH:14]2[CH2:19][CH2:18][CH2:17][NH:16][CH2:15]2)[N:10]=1.[F:20][C:21]1[CH:29]=[CH:28][C:24]([C:25](O)=[O:26])=[C:23]([NH:30][CH3:31])[CH:22]=1.CCN=C=NCCCN(C)C.Cl.C1C=CC2N(O)N=NC=2C=1.